This data is from Peptide-MHC class II binding affinity with 134,281 pairs from IEDB. The task is: Regression. Given a peptide amino acid sequence and an MHC pseudo amino acid sequence, predict their binding affinity value. This is MHC class II binding data. (1) The peptide sequence is TKWDNSFLEIL. The MHC is DRB1_1501 with pseudo-sequence DRB1_1501. The binding affinity (normalized) is 0.141. (2) The peptide sequence is EEVMNIVLIALSILA. The MHC is DRB1_0301 with pseudo-sequence DRB1_0301. The binding affinity (normalized) is 0.348.